This data is from Catalyst prediction with 721,799 reactions and 888 catalyst types from USPTO. The task is: Predict which catalyst facilitates the given reaction. (1) Reactant: Br[CH2:2][C:3]1[N:13]([CH2:14][CH2:15][C:16]2[CH:21]=[CH:20][C:19]([Cl:22])=[CH:18][CH:17]=2)[C:6]2[N:7]=[C:8]([C:11]#[N:12])[N:9]=[CH:10][C:5]=2[CH:4]=1.[C:23]([O-:26])([O-])=O.[Cs+].[Cs+].[CH2:29]([Cl:31])Cl. Product: [Cl:31][C:29]1[CH:6]=[CH:5][C:4]([CH2:2][C:3]2[N:13]([CH2:14][CH2:15][C:16]3[CH:21]=[CH:20][C:19]([Cl:22])=[CH:18][CH:17]=3)[C:6]3[N:7]=[C:8]([C:11]#[N:12])[N:9]=[CH:10][C:5]=3[CH:4]=2)=[CH:3][C:2]=1[CH2:23][OH:26]. The catalyst class is: 450. (2) Reactant: C([O:5][C:6]([CH:8]1[CH2:12]C(O)C[N:9]1[C:14](=[O:39])[CH:15]([NH:20][C:21](=[O:38])[CH:22]([CH:32]1[CH2:37][CH2:36][CH2:35][CH2:34][CH2:33]1)[NH:23][C:24]([C:26]1[CH:31]=[N:30][CH:29]=[CH:28][N:27]=1)=[O:25])[C:16]([CH3:19])([CH3:18])[CH3:17])=[O:7])(C)(C)C.C1(P(C2C=CC=CC=2)C2C=CC=CC=2)C=CC=CC=1.OC1[CH:65]=[C:64]([Cl:66])[CH:63]=[CH:62]N=1.[N:67]([C:74]([O:76][CH2:77][CH3:78])=O)=[N:67][C:74]([O:76][CH2:77][CH3:78])=O.FC(F)(F)C(O)=O. Product: [Cl:66][C:64]1[CH:63]=[CH:62][C:74]([O:76][CH:77]2[CH2:78][N:9]([C:14](=[O:39])[CH:15]([NH:20][C:21](=[O:38])[CH:22]([CH:32]3[CH2:37][CH2:36][CH2:35][CH2:34][CH2:33]3)[NH:23][C:24]([C:26]3[CH:31]=[N:30][CH:29]=[CH:28][N:27]=3)=[O:25])[C:16]([CH3:18])([CH3:17])[CH3:19])[CH:8]([C:6]([OH:5])=[O:7])[CH2:12]2)=[N:67][CH:65]=1. The catalyst class is: 266. (3) Reactant: [C:1]([C:3]1[CH:8]=[CH:7][CH:6]=[C:5]([CH2:9][O:10]COC)[CH:4]=1)#[CH:2].Cl. Product: [C:1]([C:3]1[CH:4]=[C:5]([CH2:9][OH:10])[CH:6]=[CH:7][CH:8]=1)#[CH:2]. The catalyst class is: 5. (4) Reactant: [C:1]([C:9]1[CH:14]=[C:13]([O:15][CH3:16])[CH:12]=[CH:11][C:10]=1[CH2:17][C:18]([OH:20])=[O:19])(=O)[C:2]1[CH:7]=[CH:6][CH:5]=[CH:4][CH:3]=1. Product: [CH2:1]([C:9]1[CH:14]=[C:13]([O:15][CH3:16])[CH:12]=[CH:11][C:10]=1[CH2:17][C:18]([OH:20])=[O:19])[C:2]1[CH:3]=[CH:4][CH:5]=[CH:6][CH:7]=1. The catalyst class is: 285. (5) Reactant: [CH:1]1([NH:4][C:5]([CH:7]2[CH2:12][CH2:11][N:10]([C:13]([O:15][C:16]([CH3:19])([CH3:18])[CH3:17])=[O:14])[CH2:9][CH2:8]2)=O)[CH2:3][CH2:2]1.C1(P(C2C=CC=CC=2)C2C=CC=CC=2)C=CC=CC=1.CC(OC(/N=N/C(OC(C)C)=O)=O)C.C[Si]([N:57]=[N+:58]=[N-:59])(C)C. Product: [CH:1]1([N:4]2[C:5]([CH:7]3[CH2:12][CH2:11][N:10]([C:13]([O:15][C:16]([CH3:19])([CH3:18])[CH3:17])=[O:14])[CH2:9][CH2:8]3)=[N:59][N:58]=[N:57]2)[CH2:3][CH2:2]1. The catalyst class is: 1. (6) Reactant: [CH3:1][O:2][C:3]1[CH:8]=[CH:7][C:6]([N:9]([S:25]([CH2:28][CH2:29][CH2:30][C:31]([O:33]C(C)(C)C)=[O:32])(=[O:27])=[O:26])[C:10]([C:12]2[C:21]3[C:16](=[CH:17][CH:18]=[CH:19][CH:20]=3)[N:15]=[C:14]3[O:22][CH:23]=[CH:24][C:13]=23)=[O:11])=[CH:5][CH:4]=1. Product: [CH3:1][O:2][C:3]1[CH:4]=[CH:5][C:6]([N:9]([S:25]([CH2:28][CH2:29][CH2:30][C:31]([OH:33])=[O:32])(=[O:26])=[O:27])[C:10]([C:12]2[C:21]3[C:16](=[CH:17][CH:18]=[CH:19][CH:20]=3)[N:15]=[C:14]3[O:22][CH:23]=[CH:24][C:13]=23)=[O:11])=[CH:7][CH:8]=1. The catalyst class is: 55. (7) Reactant: [Cl:1][C:2]1[CH:3]=[CH:4][C:5]([N+:17]([O-])=O)=[C:6]([NH:8][C:9]2[CH:16]=[CH:15][C:12]([C:13]#[N:14])=[CH:11][N:10]=2)[CH:7]=1.[Cl-].[NH4+]. Product: [NH2:17][C:5]1[CH:4]=[CH:3][C:2]([Cl:1])=[CH:7][C:6]=1[NH:8][C:9]1[CH:16]=[CH:15][C:12]([C:13]#[N:14])=[CH:11][N:10]=1. The catalyst class is: 186. (8) Reactant: [NH:1]1[CH2:6][CH:5]=[C:4]([C:7]2[C:15]3[C:10](=[N:11][CH:12]=[CH:13][CH:14]=3)[NH:9][CH:8]=2)[CH2:3][CH2:2]1.C(N(CC)CC)C.[C:23](Cl)(=[O:32])[O:24][CH2:25][C:26]1[CH:31]=[CH:30][CH:29]=[CH:28][CH:27]=1. Product: [NH:9]1[C:10]2=[N:11][CH:12]=[CH:13][CH:14]=[C:15]2[C:7]([C:4]2[CH2:3][CH2:2][N:1]([C:23]([O:24][CH2:25][C:26]3[CH:31]=[CH:30][CH:29]=[CH:28][CH:27]=3)=[O:32])[CH2:6][CH:5]=2)=[CH:8]1. The catalyst class is: 96. (9) Reactant: [Br:1][C:2]1[CH:3]=[N:4][N:5]2[C:10]([N:11]([CH2:19][CH:20]3[CH2:25][CH2:24][O:23][CH2:22][CH2:21]3)[C:12](=[O:18])[O:13][C:14]([CH3:17])([CH3:16])[CH3:15])=[CH:9][C:8](Cl)=[N:7][C:6]=12.[C:27]1([OH:33])[CH:32]=[CH:31][CH:30]=[CH:29][CH:28]=1.C([O-])([O-])=O.[K+].[K+]. Product: [Br:1][C:2]1[CH:3]=[N:4][N:5]2[C:10]([N:11]([CH2:19][CH:20]3[CH2:25][CH2:24][O:23][CH2:22][CH2:21]3)[C:12](=[O:18])[O:13][C:14]([CH3:17])([CH3:16])[CH3:15])=[CH:9][C:8]([O:33][C:27]3[CH:32]=[CH:31][CH:30]=[CH:29][CH:28]=3)=[N:7][C:6]=12. The catalyst class is: 3.